From a dataset of Retrosynthesis with 50K atom-mapped reactions and 10 reaction types from USPTO. Predict the reactants needed to synthesize the given product. (1) Given the product NCCC1=C[C@@H](C(N)=O)N2C[C@@H]1N(OS(=O)(=O)O)C2=O, predict the reactants needed to synthesize it. The reactants are: CC(C)(C)OC(=O)NCCC1=C[C@@H](C(N)=O)N2C[C@@H]1N(OS(=O)(=O)O)C2=O. (2) Given the product CC(=O)Nc1nc2c(C)cc(C)nc2n1-c1ccc(CCNC(=O)NS(=O)(=O)c2ccc(C)cc2)cc1, predict the reactants needed to synthesize it. The reactants are: CC(=O)OC(C)=O.Cc1ccc(S(=O)(=O)NC(=O)NCCc2ccc(-n3c(N)nc4c(C)cc(C)nc43)cc2)cc1. (3) Given the product O=C(O)CCCCCCCCCCCCCCCCCN1C(=O)C=CC1=O, predict the reactants needed to synthesize it. The reactants are: O=C(O)/C=C\C(=O)NCCCCCCCCCCCCCCCCCC(=O)O. (4) Given the product COCCc1nc(-c2ccc(C(F)(F)F)cc2)nc(C)c1CO, predict the reactants needed to synthesize it. The reactants are: COCCc1nc(-c2ccc(C(F)(F)F)cc2)nc(C)c1C(=O)OC.